From a dataset of Peptide-MHC class II binding affinity with 134,281 pairs from IEDB. Regression. Given a peptide amino acid sequence and an MHC pseudo amino acid sequence, predict their binding affinity value. This is MHC class II binding data. (1) The peptide sequence is SQDLELSWNHNGLQAY. The MHC is DRB1_0802 with pseudo-sequence DRB1_0802. The binding affinity (normalized) is 0.191. (2) The peptide sequence is AWKVAATAANAAPAN. The MHC is HLA-DPA10103-DPB10301 with pseudo-sequence HLA-DPA10103-DPB10301. The binding affinity (normalized) is 0.502.